This data is from Reaction yield outcomes from USPTO patents with 853,638 reactions. The task is: Predict the reaction yield, written as a fraction of the theoretical maximum amount of product (1.0 means a 100% yield; for example, 0.34 means a 34% yield). The product is [F:1][C:2]1[CH:3]=[CH:4][C:5]([N:8]2[C:12]([CH3:13])=[N:11][C:10]([CH:14]=[O:15])=[N:9]2)=[CH:6][CH:7]=1. The reactants are [F:1][C:2]1[CH:7]=[CH:6][C:5]([N:8]2[C:12]([CH3:13])=[N:11][C:10]([CH2:14][OH:15])=[N:9]2)=[CH:4][CH:3]=1. The catalyst is ClCCl.[O-2].[Mn+4].[O-2]. The yield is 0.330.